From a dataset of Reaction yield outcomes from USPTO patents with 853,638 reactions. Predict the reaction yield, written as a fraction of the theoretical maximum amount of product (1.0 means a 100% yield; for example, 0.34 means a 34% yield). The reactants are C([O:4][CH:5]=[CH2:6])(=O)C.[NH2:7][CH2:8][CH2:9][CH2:10][NH:11][C:12](=[O:18])[O:13][C:14]([CH3:17])([CH3:16])[CH3:15].ON1[C:24]2C=CC=C[C:23]=2N=N1.CCN=C=NCCCN(C)C. The catalyst is O.C(Cl)(Cl)Cl. The product is [C:14]([O:13][C:12](=[O:18])[NH:11][CH2:10][CH2:9][CH2:8][NH:7][C:5](=[O:6])[CH2:4][CH:23]=[CH2:24])([CH3:15])([CH3:17])[CH3:16]. The yield is 0.940.